Task: Regression. Given a peptide amino acid sequence and an MHC pseudo amino acid sequence, predict their binding affinity value. This is MHC class I binding data.. Dataset: Peptide-MHC class I binding affinity with 185,985 pairs from IEDB/IMGT (1) The peptide sequence is RYPLCFGW. The MHC is HLA-A03:01 with pseudo-sequence HLA-A03:01. The binding affinity (normalized) is 0.00944. (2) The peptide sequence is QQWNFAGIEA. The MHC is HLA-A02:02 with pseudo-sequence HLA-A02:02. The binding affinity (normalized) is 0.378. (3) The peptide sequence is SVGGVFTSV. The MHC is HLA-A02:01 with pseudo-sequence HLA-A02:01. The binding affinity (normalized) is 0.491. (4) The peptide sequence is LPSPACQLV. The MHC is HLA-B54:01 with pseudo-sequence HLA-B54:01. The binding affinity (normalized) is 0.503. (5) The peptide sequence is NTVGMSIVCI. The MHC is HLA-A68:02 with pseudo-sequence HLA-A68:02. The binding affinity (normalized) is 0.511. (6) The peptide sequence is YHLGGIEGL. The MHC is HLA-A69:01 with pseudo-sequence HLA-A69:01. The binding affinity (normalized) is 0.280.